This data is from Forward reaction prediction with 1.9M reactions from USPTO patents (1976-2016). The task is: Predict the product of the given reaction. (1) Given the reactants C[O:2][C:3](=[O:21])[C:4]1[CH:9]=[CH:8][C:7]([F:10])=[C:6]([O:11][CH2:12][CH2:13][C:14]2[CH:19]=[CH:18][C:17]([Cl:20])=[CH:16][CH:15]=2)[CH:5]=1.O.[OH-].[Na+].Cl, predict the reaction product. The product is: [Cl:20][C:17]1[CH:16]=[CH:15][C:14]([CH2:13][CH2:12][O:11][C:6]2[CH:5]=[C:4]([CH:9]=[CH:8][C:7]=2[F:10])[C:3]([OH:21])=[O:2])=[CH:19][CH:18]=1. (2) Given the reactants [CH3:1][S:2][C:3]1[C:11]2[C:6](=[CH:7][C:8]([N+:12]([O-])=O)=[CH:9][CH:10]=2)[N:5]([C:15]2[CH:20]=[CH:19][CH:18]=[CH:17][CH:16]=2)[N:4]=1, predict the reaction product. The product is: [CH3:1][S:2][C:3]1[C:11]2[C:6](=[CH:7][C:8]([NH2:12])=[CH:9][CH:10]=2)[N:5]([C:15]2[CH:16]=[CH:17][CH:18]=[CH:19][CH:20]=2)[N:4]=1. (3) Given the reactants [OH-].[Na+:2].[CH3:3][C:4]1[C:9]([O:10][C:11]2[CH:16]=[CH:15][N:14]=[C:13]([NH:17][C:18]3[CH:19]=[C:20]([CH:25]=[CH:26][CH:27]=3)[C:21]([O:23]C)=[O:22])[CH:12]=2)=[CH:8][CH:7]=[C:6]([CH3:28])[N:5]=1, predict the reaction product. The product is: [CH3:3][C:4]1[C:9]([O:10][C:11]2[CH:16]=[CH:15][N:14]=[C:13]([NH:17][C:18]3[CH:19]=[C:20]([CH:25]=[CH:26][CH:27]=3)[C:21]([O-:23])=[O:22])[CH:12]=2)=[CH:8][CH:7]=[C:6]([CH3:28])[N:5]=1.[Na+:2]. (4) Given the reactants [F:1][C:2]1[CH:8]=[C:7]([I:9])[CH:6]=[CH:5][C:3]=1[NH2:4].[Li+].C[Si]([N-][Si](C)(C)C)(C)C.F[C:21]1[C:26]([F:27])=[C:25]([F:28])[CH:24]=[CH:23][C:22]=1[N+:29]([O-:31])=[O:30], predict the reaction product. The product is: [F:27][C:26]1[C:25]([F:28])=[CH:24][CH:23]=[C:22]([N+:29]([O-:31])=[O:30])[C:21]=1[NH:4][C:3]1[CH:5]=[CH:6][C:7]([I:9])=[CH:8][C:2]=1[F:1]. (5) Given the reactants [OH:1][CH2:2][C:3]1[CH:8]=[C:7]([O:9][CH2:10][CH2:11][NH:12][S:13]([C:16]2[CH:21]=[CH:20][CH:19]=[CH:18][C:17]=2[N+:22]([O-:24])=[O:23])(=[O:15])=[O:14])[CH:6]=[C:5]([CH2:25][OH:26])[N:4]=1.Br[CH:28]([CH3:35])[CH2:29][C:30]([O:32][CH2:33][CH3:34])=[O:31].C([O-])([O-])=O.[K+].[K+], predict the reaction product. The product is: [OH:26][CH2:25][C:5]1[CH:6]=[C:7]([O:9][CH2:10][CH2:11][N:12]([S:13]([C:16]2[CH:21]=[CH:20][CH:19]=[CH:18][C:17]=2[N+:22]([O-:24])=[O:23])(=[O:14])=[O:15])[CH2:35][CH2:28][CH2:29][C:30]([O:32][CH2:33][CH3:34])=[O:31])[CH:8]=[C:3]([CH2:2][OH:1])[N:4]=1. (6) Given the reactants [N:1]1[C:10]2[C:5](=[CH:6][CH:7]=[CH:8][C:9]=2[N:11]2[CH2:16][CH2:15][N:14](C(OC(C)(C)C)=O)[CH2:13][CH2:12]2)[CH:4]=[CH:3][CH:2]=1.C(O)(C(F)(F)F)=O, predict the reaction product. The product is: [N:11]1([C:9]2[CH:8]=[CH:7][CH:6]=[C:5]3[C:10]=2[N:1]=[CH:2][CH:3]=[CH:4]3)[CH2:16][CH2:15][NH:14][CH2:13][CH2:12]1.